This data is from Forward reaction prediction with 1.9M reactions from USPTO patents (1976-2016). The task is: Predict the product of the given reaction. (1) The product is: [CH2:29]([O:33][C:34]1[N:42]=[C:41]2[C:37]([N:38]=[C:39]([O:54][CH3:55])[N:40]2[CH2:43][CH2:44][CH2:45][CH2:46][CH2:47][CH:48]2[CH2:53][CH2:52][CH2:51][N:50]([CH:5]([CH3:6])[CH3:4])[CH2:49]2)=[C:36]([NH2:56])[N:35]=1)[CH2:30][CH2:31][CH3:32]. Given the reactants C(N1CC[CH2:6][CH:5](CCN2C(OC)=NC3C2=NC(O[C@@H](C)CCC)=NC=3N)[CH2:4]1)C.[CH2:29]([O:33][C:34]1[N:42]=[C:41]2[C:37]([N:38]=[C:39]([O:54][CH3:55])[N:40]2[CH2:43][CH2:44][CH2:45][CH2:46][CH2:47][CH:48]2[CH2:53][CH2:52][CH2:51][NH:50][CH2:49]2)=[C:36]([NH2:56])[N:35]=1)[CH2:30][CH2:31][CH3:32].IC(C)C, predict the reaction product. (2) The product is: [CH2:1]([O:8][C:9]([C:11]1([C:24]([OH:26])=[O:25])[CH2:16][CH2:15][CH2:14][N:13]([C:17]([O:19][C:20]([CH3:22])([CH3:23])[CH3:21])=[O:18])[CH2:12]1)=[O:10])[C:2]1[CH:3]=[CH:4][CH:5]=[CH:6][CH:7]=1. Given the reactants [CH2:1]([O:8][C:9]([C:11]1([C:24]([O:26]CC2C=CC=CC=2)=[O:25])[CH2:16][CH2:15][CH2:14][N:13]([C:17]([O:19][C:20]([CH3:23])([CH3:22])[CH3:21])=[O:18])[CH2:12]1)=[O:10])[C:2]1[CH:7]=[CH:6][CH:5]=[CH:4][CH:3]=1.[K].C(O)(=O)C, predict the reaction product. (3) The product is: [C:2]([C@@H:6]1[CH2:11][CH2:10][C:9]([C:12]2[CH:13]=[CH:14][C:15]([C@@H:18]([C:35](=[O:51])[NH:36][C:37]3[CH:38]=[CH:39][C:40]([C:43]4[CH:48]=[CH:47][C:46]([Cl:49])=[CH:45][C:44]=4[CH3:50])=[CH:41][CH:42]=3)[CH2:19][C:20]3[CH:34]=[CH:33][C:23]([C:24]([NH:26][CH2:27][CH2:28][S:29]([O-:32])(=[O:31])=[O:30])=[O:25])=[CH:22][CH:21]=3)=[CH:16][CH:17]=2)=[CH:8][CH2:7]1)([CH3:5])([CH3:4])[CH3:3].[NH4+:26]. Given the reactants [Na].[C:2]([C@@H:6]1[CH2:11][CH2:10][C:9]([C:12]2[CH:17]=[CH:16][C:15]([CH:18]([C:35](=[O:51])[NH:36][C:37]3[CH:42]=[CH:41][C:40]([C:43]4[CH:48]=[CH:47][C:46]([Cl:49])=[CH:45][C:44]=4[CH3:50])=[CH:39][CH:38]=3)[CH2:19][C:20]3[CH:34]=[CH:33][C:23]([C:24]([NH:26][CH2:27][CH2:28][S:29]([O-:32])(=[O:31])=[O:30])=[O:25])=[CH:22][CH:21]=3)=[CH:14][CH:13]=2)=[CH:8][CH2:7]1)([CH3:5])([CH3:4])[CH3:3], predict the reaction product. (4) Given the reactants [N:1]1[CH:6]=[CH:5][N:4]=[CH:3][C:2]=1[C:7]([OH:9])=O.O=S(Cl)[Cl:12], predict the reaction product. The product is: [N:1]1[CH:6]=[CH:5][N:4]=[CH:3][C:2]=1[C:7]([Cl:12])=[O:9]. (5) Given the reactants C1(N[C:8](=[O:29])[CH2:9][CH2:10][CH2:11][CH2:12][CH2:13][CH2:14][C:15]([C:17]2[CH:22]=[CH:21][C:20]([C:23]3[CH:28]=[CH:27][CH:26]=[CH:25][CH:24]=3)=CC=2)=[O:16])C=CC=CC=1.[C:30]1([NH2:37])[CH:35]=[CH:34][CH:33]=[CH:32][C:31]=1[NH2:36].N[C:39]1C=CC=CC=1, predict the reaction product. The product is: [NH2:36][C:31]1[CH:32]=[CH:33][CH:34]=[CH:35][C:30]=1[NH:37][C:8](=[O:29])[CH2:9][CH:10]([CH3:39])[CH2:11][CH2:12][CH2:13][CH2:14][C:15]([C:17]1[C:24]2[C:23](=[CH:28][CH:27]=[CH:26][CH:25]=2)[CH:20]=[CH:21][CH:22]=1)=[O:16]. (6) Given the reactants [C:1]([O:5][C:6]([NH:8][C@H:9]([C:32]([O:34][C:35]([CH3:38])([CH3:37])[CH3:36])=[O:33])[CH2:10][CH2:11][S:12][S:12][CH2:11][CH2:10][C@H:9]([NH:8][C:6]([O:5][C:1]([CH3:4])([CH3:3])[CH3:2])=[O:7])[C:32]([O:34][C:35]([CH3:38])([CH3:37])[CH3:36])=[O:33])=[O:7])([CH3:4])([CH3:3])[CH3:2].O.C(P(CCCC)CCCC)CCC, predict the reaction product. The product is: [C:1]([O:5][C:6]([NH:8][C@H:9]([C:32]([O:34][C:35]([CH3:38])([CH3:37])[CH3:36])=[O:33])[CH2:10][CH2:11][SH:12])=[O:7])([CH3:3])([CH3:4])[CH3:2]. (7) Given the reactants [C:1]([CH2:4][C:5](=[O:7])[CH3:6])(=[O:3])[CH3:2].C(NC1C=CC(S([N:21]=[N+:22]=[N-])(=O)=O)=CC=1)(=O)C.C(N(CC)CC)C, predict the reaction product. The product is: [N+:21](=[C:4]([C:5](=[O:7])[CH3:6])[C:1](=[O:3])[CH3:2])=[N-:22].